From a dataset of Forward reaction prediction with 1.9M reactions from USPTO patents (1976-2016). Predict the product of the given reaction. (1) Given the reactants [Li][CH2:2][CH2:3][CH2:4][CH3:5].[O:6]1[C:10]2(CCC(=O)[CH2:12][CH2:11]2)[O:9][CH2:8][CH2:7]1, predict the reaction product. The product is: [CH2:5]=[C:4]1[CH2:12][CH2:11][C:10]2([O:9][CH2:8][CH2:7][O:6]2)[CH2:2][CH2:3]1. (2) Given the reactants C(O)(=O)C.CN.C([O:9][C:10](=O)[CH2:11][N:12]1[CH:16]=[C:15]([C:17]2[CH:22]=[CH:21][CH:20]=[CH:19][CH:18]=2)[CH:14]=[C:13]1[CH:23]=O)C.[C:26]([BH3-])#[N:27].[Na+], predict the reaction product. The product is: [CH3:26][N:27]1[C:10](=[O:9])[CH2:11][N:12]2[CH:16]=[C:15]([C:17]3[CH:22]=[CH:21][CH:20]=[CH:19][CH:18]=3)[CH:14]=[C:13]2[CH2:23]1. (3) Given the reactants CS(C)=O.C(Cl)(=O)C(Cl)=O.[C:11]([NH:30][C@@H:31]([CH2:35][CH3:36])[C@H:32]([OH:34])[CH3:33])([C:24]1[CH:29]=[CH:28][CH:27]=[CH:26][CH:25]=1)([C:18]1[CH:23]=[CH:22][CH:21]=[CH:20][CH:19]=1)[C:12]1[CH:17]=[CH:16][CH:15]=[CH:14][CH:13]=1.C(N1CCCCC1)C, predict the reaction product. The product is: [C:11]([NH:30][C@@H:31]([CH2:35][CH3:36])[C:32](=[O:34])[CH3:33])([C:18]1[CH:19]=[CH:20][CH:21]=[CH:22][CH:23]=1)([C:24]1[CH:29]=[CH:28][CH:27]=[CH:26][CH:25]=1)[C:12]1[CH:17]=[CH:16][CH:15]=[CH:14][CH:13]=1.